From a dataset of Full USPTO retrosynthesis dataset with 1.9M reactions from patents (1976-2016). Predict the reactants needed to synthesize the given product. (1) The reactants are: [Cl:1][C:2]1[CH:3]=[C:4]([CH:21]=[CH:22][C:23]=1[Cl:24])[O:5][CH:6]1[CH2:11][CH2:10][N:9]([C:12]([CH:14]2[CH2:18][CH:17]([OH:19])[CH:16]([OH:20])[CH2:15]2)=O)[CH2:8][CH2:7]1.CO. Given the product [NH3:9].[Cl:1][C:2]1[CH:3]=[C:4]([CH:21]=[CH:22][C:23]=1[Cl:24])[O:5][CH:6]1[CH2:11][CH2:10][N:9]([CH2:12][CH:14]2[CH2:18][CH:17]([OH:19])[CH:16]([OH:20])[CH2:15]2)[CH2:8][CH2:7]1, predict the reactants needed to synthesize it. (2) Given the product [OH:25][C:26]1[CH:31]=[CH:30][C:29]([C:32]([F:33])([F:34])[F:35])=[CH:28][C:27]=1[CH2:36][C:37]1[S:38][CH:39]=[C:40]([C:42]([OH:44])=[O:43])[N:41]=1, predict the reactants needed to synthesize it. The reactants are: ClC1C=CC(O)=C(CC2SC=C(C(O)=O)N=2)C=1.C1(C[O:25][C:26]2[CH:31]=[CH:30][C:29]([C:32]([F:35])([F:34])[F:33])=[CH:28][C:27]=2[CH2:36][C:37]2[S:38][CH:39]=[C:40]([C:42]([O:44]CC)=[O:43])[N:41]=2)C=CC=CC=1. (3) Given the product [Br:1][C:2]1[CH:3]=[CH:4][C:5]([F:28])=[C:6]([C@:8]2([CH3:27])[CH2:13][C@@H:12]([C:14]([F:16])([F:15])[F:17])[O:11][C:10]([NH2:18])=[N:9]2)[CH:7]=1, predict the reactants needed to synthesize it. The reactants are: [Br:1][C:2]1[CH:3]=[CH:4][C:5]([F:28])=[C:6]([C@:8]2([CH3:27])[CH2:13][C@@H:12]([C:14]([F:17])([F:16])[F:15])[O:11][C:10]([NH:18]C(=O)C3C=CC=CC=3)=[N:9]2)[CH:7]=1.N12CCCN=C1CCCCC2. (4) Given the product [NH2:33][C@@H:13]([CH2:12][C:9]1[CH:8]=[CH:7][C:6]([O:5][C:1]([CH3:3])([CH3:2])[CH3:4])=[CH:11][CH:10]=1)[C:14]([N:15]([CH2:24][CH:25]([O:29][CH2:30][CH3:31])[O:26][CH2:27][CH3:28])[CH2:16][C:17]1[CH:22]=[CH:21][CH:20]=[C:19]([F:23])[N:18]=1)=[O:32], predict the reactants needed to synthesize it. The reactants are: [C:1]([O:5][C:6]1[CH:11]=[CH:10][C:9]([CH2:12][C@H:13]([NH:33]C(=O)OCC2C3C=CC=CC=3C3C2=CC=CC=3)[C:14](=[O:32])[N:15]([CH2:24][CH:25]([O:29][CH2:30][CH3:31])[O:26][CH2:27][CH3:28])[CH2:16][C:17]2[CH:22]=[CH:21][CH:20]=[C:19]([F:23])[N:18]=2)=[CH:8][CH:7]=1)([CH3:4])([CH3:3])[CH3:2].N1CCCCC1.